Dataset: NCI-60 drug combinations with 297,098 pairs across 59 cell lines. Task: Regression. Given two drug SMILES strings and cell line genomic features, predict the synergy score measuring deviation from expected non-interaction effect. Cell line: SK-MEL-2. Drug 1: COC1=C(C=C2C(=C1)N=CN=C2NC3=CC(=C(C=C3)F)Cl)OCCCN4CCOCC4. Drug 2: N.N.Cl[Pt+2]Cl. Synergy scores: CSS=16.7, Synergy_ZIP=-4.24, Synergy_Bliss=2.68, Synergy_Loewe=-4.66, Synergy_HSA=-0.406.